From a dataset of Forward reaction prediction with 1.9M reactions from USPTO patents (1976-2016). Predict the product of the given reaction. (1) Given the reactants [Br:1][C:2]1[CH:3]=[N:4][CH:5]=[C:6]([Br:8])[CH:7]=1.[Li+].CC([N-]C(C)C)C.[C:17](Cl)(=[O:21])[O:18][CH2:19][CH3:20], predict the reaction product. The product is: [Br:8][C:6]1[CH:5]=[N:4][CH:3]=[C:2]([Br:1])[C:7]=1[C:17]([O:18][CH2:19][CH3:20])=[O:21]. (2) Given the reactants [NH:1]1[C:9]2[CH2:8][CH2:7][CH2:6][CH2:5][C:4]=2[C:3](=[O:10])[NH:2]1.Br[CH2:12][C:13]([O:15][C:16]([CH3:19])([CH3:18])[CH3:17])=[O:14].C([O-])([O-])=O.[K+].[K+], predict the reaction product. The product is: [O:10]=[C:3]1[C:4]2[CH2:5][CH2:6][CH2:7][CH2:8][C:9]=2[N:1]([CH2:12][C:13]([O:15][C:16]([CH3:19])([CH3:18])[CH3:17])=[O:14])[NH:2]1. (3) Given the reactants [CH3:1][O:2][C:3](=[O:16])[C:4]1[CH:9]=[C:8](I)[C:7]([C:11]([F:14])([F:13])[F:12])=[CH:6][C:5]=1[NH2:15].[CH2:17]([Sn](CCCC)(CCCC)C#C)[CH2:18]CC, predict the reaction product. The product is: [CH3:1][O:2][C:3](=[O:16])[C:4]1[CH:9]=[C:8]([C:17]#[CH:18])[C:7]([C:11]([F:14])([F:13])[F:12])=[CH:6][C:5]=1[NH2:15].